This data is from Reaction yield outcomes from USPTO patents with 853,638 reactions. The task is: Predict the reaction yield, written as a fraction of the theoretical maximum amount of product (1.0 means a 100% yield; for example, 0.34 means a 34% yield). (1) The reactants are [N:1]1[C:10]2[C:5](=[CH:6][C:7]([C:11]([O:13][CH3:14])=[O:12])=[CH:8][CH:9]=2)[CH:4]=[CH:3][CH:2]=1.[C:15]([Mg]Cl)([CH3:18])([CH3:17])[CH3:16]. The catalyst is C1COCC1.[O-2].[O-2].[Mn+4]. The product is [C:15]([C:2]1[CH:3]=[CH:4][C:5]2[C:10](=[CH:9][CH:8]=[C:7]([C:11]([O:13][CH3:14])=[O:12])[CH:6]=2)[N:1]=1)([CH3:18])([CH3:17])[CH3:16]. The yield is 0.270. (2) The reactants are [CH3:1][C:2]1([CH3:31])[CH2:7][CH2:6][C:5](=[C:8]([C:24]2[CH:29]=[CH:28][C:27]([OH:30])=[CH:26][CH:25]=2)[C:9]2[CH:14]=[CH:13][C:12](/[CH:15]=[CH:16]/[C:17]([O:19]C(C)(C)C)=[O:18])=[CH:11][CH:10]=2)[CH2:4][CH2:3]1.FC(F)(F)C(O)=O. The catalyst is C(Cl)Cl. The product is [CH3:1][C:2]1([CH3:31])[CH2:7][CH2:6][C:5](=[C:8]([C:24]2[CH:29]=[CH:28][C:27]([OH:30])=[CH:26][CH:25]=2)[C:9]2[CH:14]=[CH:13][C:12](/[CH:15]=[CH:16]/[C:17]([OH:19])=[O:18])=[CH:11][CH:10]=2)[CH2:4][CH2:3]1. The yield is 0.820. (3) The reactants are [CH2:1]1[CH2:6][C@H:5]([C:7]([OH:9])=[O:8])[CH2:4][CH2:3][C@H:2]1[CH2:10][NH2:11].[C:12]([O:15][CH:16]([O:20][C:21](ON1C(=O)CCC1=O)=[O:22])[CH2:17][CH2:18][CH3:19])(=[O:14])[CH3:13]. The catalyst is CC(OC)(C)C.CC(C)=O.O. The product is [C:12]([O:15][CH:16]([O:20][C:21]([NH:11][CH2:10][C@H:2]1[CH2:3][CH2:4][C@H:5]([C:7]([OH:9])=[O:8])[CH2:6][CH2:1]1)=[O:22])[CH2:17][CH2:18][CH3:19])(=[O:14])[CH3:13]. The yield is 0.240. (4) The reactants are [O:1]1[CH2:3][CH:2]1[CH2:4][O:5][C:6]1[C:18]2[C:17]3[C:12](=[CH:13][CH:14]=[CH:15][CH:16]=3)[NH:11][C:10]=2[CH:9]=[CH:8][CH:7]=1.[CH3:19][O:20][C:21]1[CH:30]=[CH:29][CH:28]=[CH:27][C:22]=1[O:23][CH2:24][CH2:25][NH2:26].[C:31]([OH:39])(=[O:38])[C:32]1[CH:37]=[CH:36][CH:35]=[CH:34][CH:33]=1. The catalyst is CC(O)C. The product is [CH3:19][O:20][C:21]1[CH:30]=[CH:29][CH:28]=[CH:27][C:22]=1[O:23][CH2:24][CH2:25][NH:26][CH2:3][CH:2]([OH:1])[CH2:4][O:5][C:6]1[CH:7]=[CH:8][CH:9]=[C:10]2[NH:11][C:12]3[CH:13]=[CH:14][CH:15]=[CH:16][C:17]=3[C:18]=12.[C:31]([O-:39])(=[O:38])[C:32]1[CH:37]=[CH:36][CH:35]=[CH:34][CH:33]=1. The yield is 0.660.